From a dataset of Experimentally validated miRNA-target interactions with 360,000+ pairs, plus equal number of negative samples. Binary Classification. Given a miRNA mature sequence and a target amino acid sequence, predict their likelihood of interaction. (1) The protein sequence of the target gene is MSAFCLGLVGRASAPAEPDSACCMELPAAAGDAVRSPAAAAALIFPGGSGELELALEEELALLAAGERPSDPGEHPQAEPGSLAEGAGPQPPPSQDPELLSVIRQKEKDLVLAARLGKALLERNQDMSRQYEQMHKELTDKLEHLEQEKHELRRRFENREGEWEGRVSELESDVKQLQDELERQQIHLREADREKSRAVQELSEQNQRLLDQLSRASEVERQLSMQVHALREDFREKNSSTNQHIIRLESLQAEIKMLSDRKRELEHRLSATLEENDLLQGTVEELQDRVLILERQGHDK.... The miRNA is hsa-miR-6133 with sequence UGAGGGAGGAGGUUGGGUA. Result: 1 (interaction). (2) The miRNA is mmu-miR-2139 with sequence AGCUGCGCUGCUCCUGGUAACUGC. The protein sequence of the target gene is MAKLLSCVLGPRLYKIYRERDTDRAASSVPETPTAVPAASSSSWDTYYQPRALEKHADSILALASVFWSISYYSSPFAFFYLYRKGYLSLSKVVPFSHYAGTLLLLLAGVACLRGIGRWTNPQYRQFITILEATHRNQSAENKRQLANYNFDFRSWPVDFHWEEPSSRKGSRGGPSRRGVALLRPEPLHRGTADTFLNRVKKLPCQITSYLVAHTLGRRMLYPGSVYLLQKALMPVLLQGQARLVEECNGRRAKLLACDGNEIDTMFVDRRGTAEPQGQKLVICCEGNAGFYEVGCVSTP.... Result: 0 (no interaction). (3) The miRNA is hsa-miR-324-5p with sequence CGCAUCCCCUAGGGCAUUGGUG. The protein sequence of the target gene is MGKFMKPGKVVLVLAGRYSGRKAVIVKNIDDGTSDRPYSHALVAGIDRYPRKVTAAMGKKKIAKRSKIKSFVKVYNYNHLMPTRYSVDIPLDKTVVNKDVFRDPALKRKARREAKVKFEERYKTGKNKWFFQKLRF. Result: 1 (interaction). (4) The miRNA is mmu-miR-804 with sequence UGUGAGUUGUUCCUCACCUGGA. The protein sequence of the target gene is MALVFQFGQPVRAQPLPGLCHGKLIRTNACDVCNSTDLPEVEIISLLEEQLPHYKLRADTIYGYDHDDWLHTPLISPDANIDLTTEQIEETLKYFLLCAERVGQMTKTYNDIDAVTRLLEEKERDLELAARIGQSLLKKNKTLTERNELLEEQVEHIREEVSQLRHELSMKDELLQFYTSAAEESEPESVCSTPLKRNESSSSVQNYFHLDSLQKKLKDLEEENVVLRSEASQLKTETITYEEKEQQLVNDCVKELRDANVQIASISEELAKKTEDAARQQEEITHLLSQIVDLQKKAKA.... Result: 0 (no interaction). (5) The miRNA is hsa-miR-30c-5p with sequence UGUAAACAUCCUACACUCUCAGC. The protein sequence of the target gene is MKVLGRSFFWVLFPVLPWAVQAVEHEEVAQRVIKLHRGRGVAAMQSRQWVRDSCRKLSGLLRQKNAVLNKLKTAIGAVEKDVGLSDEEKLFQVHTFEIFQKELNESENSVFQAVYGLQRALQGDYKDVVNMKESSRQRLEALREAAIKEETEYMELLAAEKHQVEALKNMQHQNQSLSMLDEILEDVRKAADRLEEEIEEHAFDDNKSVKGVNFEAVLRVEEEEANSKQNITKREVEDDLGLSMLIDSQNNQYILTKPRDSTIPRADHHFIKDIVTIGMLSLPCGWLCTAIGLPTMFGYI.... Result: 1 (interaction). (6) The miRNA is hsa-miR-192-5p with sequence CUGACCUAUGAAUUGACAGCC. The protein sequence of the target gene is MSERAADDVRGEPRRAAAAAGGAAAAAARQQQQQQQQQQPPPPQPQRQQHPPPPPRRTRPEDGGPGAASTSAAAMATVGERRPLPSPEVMLGQSWNLWVEASKLPGKDGTELDESFKEFGKNREVMGLCREDMPIFGFCPAHDDFYLVVCNDCNQVVKPQAFQSHYERRHSSSSKPPLAVPPTSVFSFFPSLSKSKGGSASGSNRSSSGGVLSASSSSSKLLKSPKEKLQLRGNTRPMHPIQQSRVPHGRIMTPSVKVEKIHPKMDGTLLKSAVGPTCPATVSSLVKPGLNCPSIPKPTL.... Result: 1 (interaction).